This data is from Full USPTO retrosynthesis dataset with 1.9M reactions from patents (1976-2016). The task is: Predict the reactants needed to synthesize the given product. Given the product [CH2:2]=[C:7]1[CH2:11][CH2:10][CH:9]([C:12]([O:14][CH3:15])=[O:13])[CH2:8]1, predict the reactants needed to synthesize it. The reactants are: [Li][CH2:2]CCC.O=[C:7]1[CH2:11][CH2:10][CH:9]([C:12]([O:14][CH3:15])=[O:13])[CH2:8]1.